Dataset: Full USPTO retrosynthesis dataset with 1.9M reactions from patents (1976-2016). Task: Predict the reactants needed to synthesize the given product. Given the product [O:12]1[CH2:13][CH2:14][CH2:15][CH2:16][CH:11]1[N:8]1[CH:7]=[N:6][C:5]2[C:9]1=[N:10][C:2]([NH:24][C:25]1[CH:26]=[C:27]([NH:31][S:32]([CH:35]=[CH2:36])(=[O:34])=[O:33])[CH:28]=[CH:29][CH:30]=1)=[N:3][C:4]=2[NH:17][C@H:18]([CH3:23])[C:19]([CH3:22])([CH3:21])[CH3:20], predict the reactants needed to synthesize it. The reactants are: Cl[C:2]1[N:10]=[C:9]2[C:5]([N:6]=[CH:7][N:8]2[CH:11]2[CH2:16][CH2:15][CH2:14][CH2:13][O:12]2)=[C:4]([NH:17][C@H:18]([CH3:23])[C:19]([CH3:22])([CH3:21])[CH3:20])[N:3]=1.[NH2:24][C:25]1[CH:26]=[C:27]([NH:31][S:32]([CH2:35][CH2:36]OCC2C=CC=CC=2)(=[O:34])=[O:33])[CH:28]=[CH:29][CH:30]=1.C1C=CC(P(C2C=CC3C(=CC=CC=3)C=2C2C3C(=CC=CC=3)C=CC=2P(C2C=CC=CC=2)C2C=CC=CC=2)C2C=CC=CC=2)=CC=1.C(=O)([O-])[O-].[Cs+].[Cs+].